This data is from Reaction yield outcomes from USPTO patents with 853,638 reactions. The task is: Predict the reaction yield, written as a fraction of the theoretical maximum amount of product (1.0 means a 100% yield; for example, 0.34 means a 34% yield). (1) The reactants are [CH3:1][N:2]1[CH:6]=[C:5]([N+:7]([O-:9])=[O:8])[CH:4]=[C:3]1[CH:10]=[O:11].B.O1CCCC1. The catalyst is O1CCCC1. The product is [OH:11][CH2:10][C:3]1[N:2]([CH3:1])[CH:6]=[C:5]([N+:7]([O-:9])=[O:8])[CH:4]=1. The yield is 0.900. (2) The catalyst is CS(C)=O.O.C(O)(=O)C. The reactants are [N:1]1[CH:6]=[CH:5][CH:4]=[CH:3][C:2]=1[O:7][CH2:8][C:9]1[N:14]=[CH:13][C:12]([CH:15]=O)=[CH:11][CH:10]=1.[N+:17]([CH3:20])([O-:19])=[O:18].C([O-])(=O)C.[NH4+].[BH4-].[Na+].C(=O)([O-])O.[Na+]. The product is [N+:17]([CH2:20][CH2:15][C:12]1[CH:11]=[CH:10][C:9]([CH2:8][O:7][C:2]2[CH:3]=[CH:4][CH:5]=[CH:6][N:1]=2)=[N:14][CH:13]=1)([O-:19])=[O:18]. The yield is 0.150.